Dataset: Reaction yield outcomes from USPTO patents with 853,638 reactions. Task: Predict the reaction yield, written as a fraction of the theoretical maximum amount of product (1.0 means a 100% yield; for example, 0.34 means a 34% yield). (1) The reactants are [CH3:1][NH:2][C:3]1[CH:11]=[CH:10][C:6]([C:7](O)=O)=[CH:5][CH:4]=1.[CH3:12][O:13][C:14]1[CH:15]=[CH:16][C:17]([NH2:21])=[C:18]([SH:20])[CH:19]=1.C([O-])([O-])=O.[K+].[K+]. No catalyst specified. The product is [CH3:12][O:13][C:14]1[CH:15]=[CH:16][C:17]2[N:21]=[C:7]([C:6]3[CH:10]=[CH:11][C:3]([NH:2][CH3:1])=[CH:4][CH:5]=3)[S:20][C:18]=2[CH:19]=1. The yield is 0.210. (2) The reactants are [CH3:1][C:2]([C:4]1[CH:9]=[CH:8][C:7]([F:10])=[CH:6][C:5]=1[O:11][CH3:12])=O.[C:13]([CH2:15][C:16]([O:18][CH3:19])=[O:17])#[N:14].C(N)C1C=CC=CC=1.C(O)(=O)C. The catalyst is C1(C)C=CC=CC=1. The product is [CH3:19][O:18][C:16](=[O:17])[C:15]([C:13]#[N:14])=[C:2]([C:4]1[CH:9]=[CH:8][C:7]([F:10])=[CH:6][C:5]=1[O:11][CH3:12])[CH3:1]. The yield is 0.950.